This data is from NCI-60 drug combinations with 297,098 pairs across 59 cell lines. The task is: Regression. Given two drug SMILES strings and cell line genomic features, predict the synergy score measuring deviation from expected non-interaction effect. (1) Drug 1: CC12CCC3C(C1CCC2=O)CC(=C)C4=CC(=O)C=CC34C. Drug 2: CCC1(CC2CC(C3=C(CCN(C2)C1)C4=CC=CC=C4N3)(C5=C(C=C6C(=C5)C78CCN9C7C(C=CC9)(C(C(C8N6C=O)(C(=O)OC)O)OC(=O)C)CC)OC)C(=O)OC)O.OS(=O)(=O)O. Cell line: SNB-19. Synergy scores: CSS=37.5, Synergy_ZIP=4.05, Synergy_Bliss=5.73, Synergy_Loewe=-3.88, Synergy_HSA=7.30. (2) Drug 2: N.N.Cl[Pt+2]Cl. Drug 1: CC(C)CN1C=NC2=C1C3=CC=CC=C3N=C2N. Cell line: MOLT-4. Synergy scores: CSS=51.3, Synergy_ZIP=-1.10, Synergy_Bliss=-1.47, Synergy_Loewe=-1.88, Synergy_HSA=-1.38. (3) Synergy scores: CSS=26.5, Synergy_ZIP=-0.239, Synergy_Bliss=2.94, Synergy_Loewe=3.11, Synergy_HSA=3.69. Drug 2: C1CC(C1)(C(=O)O)C(=O)O.[NH2-].[NH2-].[Pt+2]. Drug 1: CC1=C(C=C(C=C1)NC2=NC=CC(=N2)N(C)C3=CC4=NN(C(=C4C=C3)C)C)S(=O)(=O)N.Cl. Cell line: HOP-62. (4) Drug 1: CC12CCC3C(C1CCC2=O)CC(=C)C4=CC(=O)C=CC34C. Drug 2: CC1CCC2CC(C(=CC=CC=CC(CC(C(=O)C(C(C(=CC(C(=O)CC(OC(=O)C3CCCCN3C(=O)C(=O)C1(O2)O)C(C)CC4CCC(C(C4)OC)O)C)C)O)OC)C)C)C)OC. Cell line: MDA-MB-231. Synergy scores: CSS=52.2, Synergy_ZIP=-5.78, Synergy_Bliss=-4.99, Synergy_Loewe=-3.86, Synergy_HSA=-3.50. (5) Drug 1: C1CC(=O)NC(=O)C1N2CC3=C(C2=O)C=CC=C3N. Drug 2: CN(C)N=NC1=C(NC=N1)C(=O)N. Cell line: NCIH23. Synergy scores: CSS=3.63, Synergy_ZIP=-0.658, Synergy_Bliss=-0.289, Synergy_Loewe=1.23, Synergy_HSA=0.775. (6) Drug 1: CC1=C(C(=CC=C1)Cl)NC(=O)C2=CN=C(S2)NC3=CC(=NC(=N3)C)N4CCN(CC4)CCO. Drug 2: CC12CCC3C(C1CCC2OP(=O)(O)O)CCC4=C3C=CC(=C4)OC(=O)N(CCCl)CCCl.[Na+]. Cell line: NCI-H460. Synergy scores: CSS=5.51, Synergy_ZIP=-4.84, Synergy_Bliss=-7.81, Synergy_Loewe=-8.64, Synergy_HSA=-9.24. (7) Drug 1: CS(=O)(=O)C1=CC(=C(C=C1)C(=O)NC2=CC(=C(C=C2)Cl)C3=CC=CC=N3)Cl. Synergy scores: CSS=0.669, Synergy_ZIP=2.89, Synergy_Bliss=2.85, Synergy_Loewe=-4.05, Synergy_HSA=-3.46. Cell line: NCIH23. Drug 2: CCCS(=O)(=O)NC1=C(C(=C(C=C1)F)C(=O)C2=CNC3=C2C=C(C=N3)C4=CC=C(C=C4)Cl)F. (8) Drug 1: C1=CN(C(=O)N=C1N)C2C(C(C(O2)CO)O)O.Cl. Drug 2: C1=CN(C=N1)CC(O)(P(=O)(O)O)P(=O)(O)O. Cell line: UACC-257. Synergy scores: CSS=10.5, Synergy_ZIP=-4.37, Synergy_Bliss=-4.28, Synergy_Loewe=-3.31, Synergy_HSA=-3.13.